This data is from Forward reaction prediction with 1.9M reactions from USPTO patents (1976-2016). The task is: Predict the product of the given reaction. (1) Given the reactants [NH2:1][C:2]1[CH:7]=[CH:6][C:5]([C@@H:8]2[CH2:10][C@H:9]2[NH:11][C:12](=[O:18])[O:13][C:14]([CH3:17])([CH3:16])[CH3:15])=[CH:4][CH:3]=1.[N:19]1([C:25]2[CH:26]=[C:27]([CH:31]=[CH:32][CH:33]=2)[C:28](O)=[O:29])[CH2:24][CH2:23][CH2:22][CH2:21][CH2:20]1.Cl.C(N=C=NCCCN(C)C)C.ON1C2C=CC=CC=2N=N1, predict the reaction product. The product is: [N:19]1([C:25]2[CH:26]=[C:27]([C:28]([NH:1][C:2]3[CH:7]=[CH:6][C:5]([C@@H:8]4[CH2:10][C@H:9]4[NH:11][C:12](=[O:18])[O:13][C:14]([CH3:15])([CH3:17])[CH3:16])=[CH:4][CH:3]=3)=[O:29])[CH:31]=[CH:32][CH:33]=2)[CH2:24][CH2:23][CH2:22][CH2:21][CH2:20]1. (2) Given the reactants [CH2:1]([O:8][C:9](=[O:15])[NH:10][CH2:11][CH2:12][CH2:13][OH:14])[C:2]1[CH:7]=[CH:6][CH:5]=[CH:4][CH:3]=1.CC1(C)N([O])C(C)(C)CCC1.C(OI(C1C=CC=CC=1)OC(=O)C)(=O)C, predict the reaction product. The product is: [CH2:1]([O:8][C:9](=[O:15])[NH:10][CH2:11][CH2:12][CH:13]=[O:14])[C:2]1[CH:7]=[CH:6][CH:5]=[CH:4][CH:3]=1. (3) Given the reactants Cl[C:2]1[N:3]=[C:4]([N:14]2[CH2:19][CH2:18][O:17][CH2:16][CH2:15]2)[C:5]2[S:10][C:9]([C:11]([OH:13])=O)=[CH:8][C:6]=2[N:7]=1.C(N1C=CN=C1)(N1C=CN=C1)=O.[CH2:32]1[CH2:42][CH2:41]N2[C:35](=[N:36]CCC2)[CH2:34][CH2:33]1.[CH3:43][S:44]([NH2:47])(=[O:46])=[O:45].C[N:49]([CH:51]=O)C, predict the reaction product. The product is: [NH:49]1[C:51]2[C:34](=[C:33]([C:2]3[N:3]=[C:4]([N:14]4[CH2:19][CH2:18][O:17][CH2:16][CH2:15]4)[C:5]4[S:10][C:9]([C:11]([NH:47][S:44]([CH3:43])(=[O:46])=[O:45])=[O:13])=[CH:8][C:6]=4[N:7]=3)[CH:32]=[CH:42][CH:41]=2)[CH:35]=[N:36]1.